Dataset: Catalyst prediction with 721,799 reactions and 888 catalyst types from USPTO. Task: Predict which catalyst facilitates the given reaction. (1) Reactant: [C:1]1([O:7][C:8]2[CH:9]=[C:10]([CH:21]=[C:22]([O:24][C:25]3[CH:30]=[CH:29][CH:28]=[CH:27][CH:26]=3)[CH:23]=2)[C:11]([C:13]2[CH:18]=[CH:17][C:16]([O:19]C)=[CH:15][CH:14]=2)=[O:12])[CH:6]=[CH:5][CH:4]=[CH:3][CH:2]=1. Product: [C:25]1([O:24][C:22]2[CH:21]=[C:10]([CH:9]=[C:8]([O:7][C:1]3[CH:6]=[CH:5][CH:4]=[CH:3][CH:2]=3)[CH:23]=2)[C:11]([C:13]2[CH:18]=[CH:17][C:16]([OH:19])=[CH:15][CH:14]=2)=[O:12])[CH:30]=[CH:29][CH:28]=[CH:27][CH:26]=1. The catalyst class is: 201. (2) Reactant: Br[C:2]1[N:3]([CH2:9][O:10][CH2:11][CH2:12][Si:13]([CH3:16])([CH3:15])[CH3:14])[C:4]([Br:8])=[C:5]([Br:7])[N:6]=1.[Li]CCCC.CN([CH:25]=[O:26])C. Product: [Br:7][C:5]1[N:6]=[C:2]([CH:25]=[O:26])[N:3]([CH2:9][O:10][CH2:11][CH2:12][Si:13]([CH3:16])([CH3:15])[CH3:14])[C:4]=1[Br:8]. The catalyst class is: 1. (3) The catalyst class is: 9. Product: [OH:16][CH:15]([CH2:17][N:34]1[CH2:39][CH2:38][O:37][CH2:36][CH2:35]1)[CH2:14][O:13][C:12]1[CH:11]=[C:10]2[C:5]([C:6]([O:18][C:19]3[CH:24]=[CH:23][C:22]([CH3:25])=[CH:21][C:20]=3[C:26]([C:28]3[CH:29]=[CH:30][CH:31]=[CH:32][CH:33]=3)=[O:27])=[CH:7][CH:8]=[N:9]2)=[CH:4][C:3]=1[O:2][CH3:1]. Reactant: [CH3:1][O:2][C:3]1[CH:4]=[C:5]2[C:10](=[CH:11][C:12]=1[O:13][CH2:14][CH:15]1[CH2:17][O:16]1)[N:9]=[CH:8][CH:7]=[C:6]2[O:18][C:19]1[CH:24]=[CH:23][C:22]([CH3:25])=[CH:21][C:20]=1[C:26]([C:28]1[CH:33]=[CH:32][CH:31]=[CH:30][CH:29]=1)=[O:27].[NH:34]1[CH2:39][CH2:38][O:37][CH2:36][CH2:35]1.O.